From a dataset of NCI-60 drug combinations with 297,098 pairs across 59 cell lines. Regression. Given two drug SMILES strings and cell line genomic features, predict the synergy score measuring deviation from expected non-interaction effect. (1) Drug 1: CC1C(C(=O)NC(C(=O)N2CCCC2C(=O)N(CC(=O)N(C(C(=O)O1)C(C)C)C)C)C(C)C)NC(=O)C3=C4C(=C(C=C3)C)OC5=C(C(=O)C(=C(C5=N4)C(=O)NC6C(OC(=O)C(N(C(=O)CN(C(=O)C7CCCN7C(=O)C(NC6=O)C(C)C)C)C)C(C)C)C)N)C. Drug 2: C1=CN(C=N1)CC(O)(P(=O)(O)O)P(=O)(O)O. Cell line: SNB-75. Synergy scores: CSS=1.20, Synergy_ZIP=-2.15, Synergy_Bliss=-0.269, Synergy_Loewe=-9.21, Synergy_HSA=-1.33. (2) Drug 1: CC12CCC3C(C1CCC2O)C(CC4=C3C=CC(=C4)O)CCCCCCCCCS(=O)CCCC(C(F)(F)F)(F)F. Drug 2: C1=NNC2=C1C(=O)NC=N2. Cell line: HT29. Synergy scores: CSS=0.999, Synergy_ZIP=-3.69, Synergy_Bliss=-3.76, Synergy_Loewe=-8.67, Synergy_HSA=-4.96. (3) Drug 1: CCC(=C(C1=CC=CC=C1)C2=CC=C(C=C2)OCCN(C)C)C3=CC=CC=C3.C(C(=O)O)C(CC(=O)O)(C(=O)O)O. Drug 2: C1C(C(OC1N2C=NC(=NC2=O)N)CO)O. Cell line: SNB-19. Synergy scores: CSS=6.57, Synergy_ZIP=-0.425, Synergy_Bliss=4.06, Synergy_Loewe=-8.61, Synergy_HSA=1.67. (4) Drug 1: C1CCN(CC1)CCOC2=CC=C(C=C2)C(=O)C3=C(SC4=C3C=CC(=C4)O)C5=CC=C(C=C5)O. Drug 2: C(CN)CNCCSP(=O)(O)O. Cell line: 786-0. Synergy scores: CSS=5.89, Synergy_ZIP=2.92, Synergy_Bliss=6.75, Synergy_Loewe=7.22, Synergy_HSA=7.46. (5) Drug 1: C1=CC(=C2C(=C1NCCNCCO)C(=O)C3=C(C=CC(=C3C2=O)O)O)NCCNCCO. Drug 2: CC1CCCC2(C(O2)CC(NC(=O)CC(C(C(=O)C(C1O)C)(C)C)O)C(=CC3=CSC(=N3)C)C)C. Cell line: CAKI-1. Synergy scores: CSS=51.2, Synergy_ZIP=-1.96, Synergy_Bliss=-2.34, Synergy_Loewe=0.737, Synergy_HSA=1.12. (6) Drug 1: C1C(C(OC1N2C=NC3=C(N=C(N=C32)Cl)N)CO)O. Drug 2: C1=NC2=C(N=C(N=C2N1C3C(C(C(O3)CO)O)O)F)N. Cell line: SNB-75. Synergy scores: CSS=2.26, Synergy_ZIP=-2.67, Synergy_Bliss=-1.24, Synergy_Loewe=-2.13, Synergy_HSA=-0.452. (7) Drug 1: CC1=C(C=C(C=C1)NC(=O)C2=CC=C(C=C2)CN3CCN(CC3)C)NC4=NC=CC(=N4)C5=CN=CC=C5. Drug 2: CCN(CC)CCCC(C)NC1=C2C=C(C=CC2=NC3=C1C=CC(=C3)Cl)OC. Cell line: SF-268. Synergy scores: CSS=6.77, Synergy_ZIP=1.29, Synergy_Bliss=4.99, Synergy_Loewe=-6.33, Synergy_HSA=-1.02. (8) Drug 1: C1=CC=C(C(=C1)C(C2=CC=C(C=C2)Cl)C(Cl)Cl)Cl. Drug 2: CCC1(C2=C(COC1=O)C(=O)N3CC4=CC5=C(C=CC(=C5CN(C)C)O)N=C4C3=C2)O.Cl. Cell line: CAKI-1. Synergy scores: CSS=33.9, Synergy_ZIP=1.17, Synergy_Bliss=1.47, Synergy_Loewe=-47.7, Synergy_HSA=-0.678. (9) Drug 1: C1CC(=O)NC(=O)C1N2CC3=C(C2=O)C=CC=C3N. Drug 2: CC(C1=C(C=CC(=C1Cl)F)Cl)OC2=C(N=CC(=C2)C3=CN(N=C3)C4CCNCC4)N. Cell line: HCT-15. Synergy scores: CSS=6.06, Synergy_ZIP=-1.54, Synergy_Bliss=2.43, Synergy_Loewe=2.90, Synergy_HSA=2.91. (10) Synergy scores: CSS=3.24, Synergy_ZIP=0.756, Synergy_Bliss=3.19, Synergy_Loewe=1.28, Synergy_HSA=1.99. Drug 1: CC1=CC2C(CCC3(C2CCC3(C(=O)C)OC(=O)C)C)C4(C1=CC(=O)CC4)C. Drug 2: CN1C(=O)N2C=NC(=C2N=N1)C(=O)N. Cell line: HCT116.